Dataset: Full USPTO retrosynthesis dataset with 1.9M reactions from patents (1976-2016). Task: Predict the reactants needed to synthesize the given product. (1) Given the product [N:42]1[S:43][N:44]=[C:45]2[C:37]([O:35][CH2:34][CH2:33][O:32][C:27]3[C:26]([N:23]4[CH2:24][CH2:25][N:20]([C:18]([O:17][C:13]([CH3:16])([CH3:15])[CH3:14])=[O:19])[CH2:21][CH2:22]4)=[N:31][CH:30]=[CH:29][N:28]=3)=[CH:38][CH:39]=[CH:40][C:41]=12, predict the reactants needed to synthesize it. The reactants are: CCOC(/N=N/C(OCC)=O)=O.[C:13]([O:17][C:18]([N:20]1[CH2:25][CH2:24][N:23]([C:26]2[C:27]([O:32][CH2:33][CH2:34][OH:35])=[N:28][CH:29]=[CH:30][N:31]=2)[CH2:22][CH2:21]1)=[O:19])([CH3:16])([CH3:15])[CH3:14].O[C:37]1[C:45]2[C:41](=[N:42][S:43][N:44]=2)[CH:40]=[CH:39][CH:38]=1.C1C=CC(P(C2C=CC=CC=2)C2C=CC=CC=2)=CC=1. (2) Given the product [F:31][C:30]1[CH:29]=[CH:28][CH:27]=[C:26]([F:32])[C:25]=1[C:21]1[N:20]=[C:19]([C:16]2[CH:17]=[C:18]3[C:13](=[CH:14][CH:15]=2)[N:12]=[CH:11][CH:10]=[C:9]3[OH:8])[CH:24]=[CH:23][CH:22]=1, predict the reactants needed to synthesize it. The reactants are: C([O:8][C:9]1[C:18]2[C:13](=[CH:14][CH:15]=[C:16]([C:19]3[CH:24]=[CH:23][CH:22]=[C:21]([C:25]4[C:30]([F:31])=[CH:29][CH:28]=[CH:27][C:26]=4[F:32])[N:20]=3)[CH:17]=2)[N:12]=[CH:11][CH:10]=1)C1C=CC=CC=1. (3) Given the product [ClH:1].[CH2:7]([O:10][C:11]1[C:19]([O:20][C@@H:21]2[CH2:26][CH2:25][CH2:24][C@H:23]([NH2:27])[CH2:22]2)=[CH:18][CH:17]=[C:16]2[C:12]=1[CH:13]=[N:14][NH:15]2)[CH2:8][CH3:9], predict the reactants needed to synthesize it. The reactants are: [ClH:1].C(OCC)C.[CH2:7]([O:10][C:11]1[C:19]([O:20][C@@H:21]2[CH2:26][CH2:25][CH2:24][C@H:23]([NH2:27])[CH2:22]2)=[CH:18][CH:17]=[C:16]2[C:12]=1[CH:13]=[N:14][NH:15]2)[CH2:8][CH3:9]. (4) Given the product [S:7]([C:13]1[S:12][CH:16]=[CH:15][CH:14]=1)([C:4]1[CH:5]=[CH:6][C:1]([CH3:11])=[CH:2][CH:3]=1)(=[O:9])=[O:8], predict the reactants needed to synthesize it. The reactants are: [C:1]1([CH3:11])[CH:6]=[CH:5][C:4]([S:7](Cl)(=[O:9])=[O:8])=[CH:3][CH:2]=1.[S:12]1[CH:16]=[CH:15][CH:14]=[CH:13]1. (5) Given the product [Br:1][C:2]1[CH:14]=[N:13][C:12]2[C:11]3[CH:10]=[CH:9][C:8]([S:15]([CH3:18])(=[O:17])=[O:16])=[CH:7][C:6]=3[N:5]([CH:26]([CH:23]3[CH2:24][CH2:25][C:20]([F:19])([F:34])[CH2:21][CH2:22]3)[C:28]3[CH:33]=[CH:32][CH:31]=[CH:30][CH:29]=3)[C:4]=2[CH:3]=1, predict the reactants needed to synthesize it. The reactants are: [Br:1][C:2]1[CH:14]=[N:13][C:12]2[C:11]3[CH:10]=[CH:9][C:8]([S:15]([CH3:18])(=[O:17])=[O:16])=[CH:7][C:6]=3[NH:5][C:4]=2[CH:3]=1.[F:19][C:20]1([F:34])[CH2:25][CH2:24][CH:23]([CH:26]([C:28]2[CH:33]=[CH:32][CH:31]=[CH:30][CH:29]=2)O)[CH2:22][CH2:21]1.C1(P(C2C=CC=CC=2)C2C=CC=CC=2)C=CC=CC=1.CC(OC(/N=N/C(OC(C)C)=O)=O)C. (6) Given the product [CH3:24][C:19]1([CH3:25])[C:20]([CH3:23])([CH3:22])[O:21][B:17]([C:2]2[CH:7]=[CH:6][C:5]([CH2:8][CH2:9][CH2:10][OH:11])=[CH:4][CH:3]=2)[O:18]1, predict the reactants needed to synthesize it. The reactants are: Br[C:2]1[CH:7]=[CH:6][C:5]([CH2:8][CH2:9][CH2:10][OH:11])=[CH:4][CH:3]=1.C([O-])(=O)C.[K+].[B:17]1([B:17]2[O:21][C:20]([CH3:23])([CH3:22])[C:19]([CH3:25])([CH3:24])[O:18]2)[O:21][C:20]([CH3:23])([CH3:22])[C:19]([CH3:25])([CH3:24])[O:18]1.CS(C)=O. (7) Given the product [Cl:23][C:7]1[CH:6]=[C:5]([C:8]2[C:9]([O:17][CH2:18][C:19]([F:22])([F:20])[F:21])=[N:10][CH:11]=[C:12]([CH:16]=2)[C:13]([OH:15])=[O:14])[CH:4]=[CH:3][C:2]=1[Cl:1], predict the reactants needed to synthesize it. The reactants are: [Cl:1][C:2]1[CH:7]=[CH:6][C:5]([C:8]2[C:9]([O:17][CH2:18][C:19]([F:22])([F:21])[F:20])=[N:10][CH:11]=[C:12]([CH:16]=2)[C:13]([OH:15])=[O:14])=[CH:4][CH:3]=1.[Cl:23]C1C=C(B(O)O)C=CC=1Cl. (8) The reactants are: [NH2:1][CH:2]1[CH2:6][CH2:5][N:4]([CH:7]([C:14]2[CH:19]=[CH:18][CH:17]=[CH:16][CH:15]=2)[C:8]2[CH:13]=[CH:12][CH:11]=[CH:10][CH:9]=2)[C:3]1=[O:20].[C:21]1([CH:27]([N:34]=[C:35]=[O:36])[C:28]2[CH:33]=[CH:32][CH:31]=[CH:30][CH:29]=2)[CH:26]=[CH:25][CH:24]=[CH:23][CH:22]=1. Given the product [CH:27]([NH:34][C:35]([NH:1][CH:2]1[CH2:6][CH2:5][N:4]([CH:7]([C:8]2[CH:13]=[CH:12][CH:11]=[CH:10][CH:9]=2)[C:14]2[CH:19]=[CH:18][CH:17]=[CH:16][CH:15]=2)[C:3]1=[O:20])=[O:36])([C:28]1[CH:29]=[CH:30][CH:31]=[CH:32][CH:33]=1)[C:21]1[CH:26]=[CH:25][CH:24]=[CH:23][CH:22]=1, predict the reactants needed to synthesize it. (9) Given the product [CH:24](/[C:20]1[N:19]=[CH:18][N:17]=[C:16]2[C:21]=1[N:22]=[CH:23][N:15]2[C@@H:13]1[O:14][C@H:9]2[C@@H:10]([O:11][Si:4]([CH:1]([CH3:2])[CH3:3])([CH:39]([CH3:41])[CH3:40])[O:5][Si:6]([CH:33]([CH3:35])[CH3:34])([CH:36]([CH3:38])[CH3:37])[O:7][CH2:8]2)[C@H:12]1[O:32][CH3:44])=[CH:25]\[C:26]1[CH:31]=[CH:30][CH:29]=[CH:28][CH:27]=1, predict the reactants needed to synthesize it. The reactants are: [CH:1]([Si:4]1([CH:39]([CH3:41])[CH3:40])[O:11][C@H:10]2[C@@H:12]([OH:32])[C@H:13]([N:15]3[CH:23]=[N:22][C:21]4[C:16]3=[N:17][CH:18]=[N:19][C:20]=4/[CH:24]=[CH:25]/[C:26]3[CH:31]=[CH:30][CH:29]=[CH:28][CH:27]=3)[O:14][C@@H:9]2[CH2:8][O:7][Si:6]([CH:36]([CH3:38])[CH3:37])([CH:33]([CH3:35])[CH3:34])[O:5]1)([CH3:3])[CH3:2].[H-].[Na+].[CH3:44]I.O.